Predict the reactants needed to synthesize the given product. From a dataset of Full USPTO retrosynthesis dataset with 1.9M reactions from patents (1976-2016). Given the product [CH3:16][O:7][C:6](=[O:8])[C:5]1[CH:9]=[CH:10][C:2]([F:1])=[CH:3][C:4]=1[CH3:11], predict the reactants needed to synthesize it. The reactants are: [F:1][C:2]1[CH:10]=[CH:9][C:5]([C:6]([OH:8])=[O:7])=[C:4]([CH3:11])[CH:3]=1.O=S(Cl)Cl.[CH3:16]O.